This data is from Reaction yield outcomes from USPTO patents with 853,638 reactions. The task is: Predict the reaction yield, written as a fraction of the theoretical maximum amount of product (1.0 means a 100% yield; for example, 0.34 means a 34% yield). (1) The catalyst is C(Cl)Cl. The yield is 0.420. The product is [CH2:1]([C:3]([C:7]1[CH:12]=[CH:11][C:10]([O:13][S:25]([C:24]([F:37])([F:36])[F:23])(=[O:27])=[O:26])=[C:9]([CH2:14][CH2:15][CH3:16])[CH:8]=1)([OH:6])[CH2:4][CH3:5])[CH3:2]. The reactants are [CH2:1]([C:3]([C:7]1[CH:12]=[CH:11][C:10]([OH:13])=[C:9]([CH2:14][CH2:15][CH3:16])[CH:8]=1)([OH:6])[CH2:4][CH3:5])[CH3:2].N1C=CC=CC=1.[F:23][C:24]([F:37])([F:36])[S:25](O[S:25]([C:24]([F:37])([F:36])[F:23])(=[O:27])=[O:26])(=[O:27])=[O:26]. (2) The reactants are [CH3:1][O:2][C:3]1[CH:4]=[C:5]([C:11]2([C:16]#[N:17])[CH2:15][CH2:14][CH2:13][CH2:12]2)[CH:6]=[CH:7][C:8]=1[O:9][CH3:10].[H-].[Al+3].[Li+].[H-].[H-].[H-]. The catalyst is CCOCC. The product is [CH3:1][O:2][C:3]1[CH:4]=[C:5]([C:11]2([CH2:16][NH2:17])[CH2:12][CH2:13][CH2:14][CH2:15]2)[CH:6]=[CH:7][C:8]=1[O:9][CH3:10]. The yield is 0.879.